From a dataset of Catalyst prediction with 721,799 reactions and 888 catalyst types from USPTO. Predict which catalyst facilitates the given reaction. Reactant: Cl[C:2]1[C:3]2[S:11][C:10]([C:12]([NH2:14])=[O:13])=[CH:9][C:4]=2[N:5]=[C:6]([CH3:8])[N:7]=1.[NH:15]1[CH2:20][CH2:19][CH:18]([CH2:21][CH2:22][NH:23][C:24](=[O:30])[O:25][C:26]([CH3:29])([CH3:28])[CH3:27])[CH2:17][CH2:16]1.CCN(C(C)C)C(C)C. Product: [C:12]([C:10]1[S:11][C:3]2[C:2]([N:15]3[CH2:20][CH2:19][CH:18]([CH2:21][CH2:22][NH:23][C:24](=[O:30])[O:25][C:26]([CH3:28])([CH3:27])[CH3:29])[CH2:17][CH2:16]3)=[N:7][C:6]([CH3:8])=[N:5][C:4]=2[CH:9]=1)(=[O:13])[NH2:14]. The catalyst class is: 10.